Dataset: Forward reaction prediction with 1.9M reactions from USPTO patents (1976-2016). Task: Predict the product of the given reaction. The product is: [N:25]1[CH:30]=[CH:29][CH:28]=[N:27][C:26]=1[O:31][C:32]1[CH:33]=[C:34]([CH:35]=[CH:20][C:21]([O:23][CH3:24])=[O:22])[CH:37]=[CH:38][CH:39]=1. Given the reactants C1(P(=[CH:20][C:21]([O:23][CH3:24])=[O:22])(C2C=CC=CC=2)C2C=CC=CC=2)C=CC=CC=1.[N:25]1[CH:30]=[CH:29][CH:28]=[N:27][C:26]=1[O:31][C:32]1[CH:33]=[C:34]([CH:37]=[CH:38][CH:39]=1)[CH:35]=O, predict the reaction product.